This data is from Forward reaction prediction with 1.9M reactions from USPTO patents (1976-2016). The task is: Predict the product of the given reaction. (1) Given the reactants Br[CH2:2][C:3]1[CH:11]=[CH:10][C:6]([C:7]([OH:9])=O)=[CH:5][C:4]=1[Cl:12].[C-:13]#[N:14].[Na+].[ClH:16], predict the reaction product. The product is: [Cl:12][C:4]1[CH:5]=[C:6]([CH:10]=[CH:11][C:3]=1[CH2:2][C:13]#[N:14])[C:7]([Cl:16])=[O:9]. (2) Given the reactants [C:1]([O:5][C:6]([N:8]([C:26]1[CH:31]=[CH:30][N:29]=[C:28](Cl)[N:27]=1)[C:9]1[CH:10]=[C:11]2[C:15](=[CH:16][C:17]=1[F:18])[N:14]([C:19]([O:21][C:22]([CH3:25])([CH3:24])[CH3:23])=[O:20])[N:13]=[CH:12]2)=[O:7])([CH3:4])([CH3:3])[CH3:2].[CH:33]([NH:36][C:37](=[O:55])[CH2:38][O:39][C:40]1[CH:45]=[CH:44][CH:43]=[C:42](B2OC(C)(C)C(C)(C)O2)[CH:41]=1)([CH3:35])[CH3:34].[F-].[Cs+], predict the reaction product. The product is: [C:1]([O:5][C:6]([N:8]([C:26]1[CH:31]=[CH:30][N:29]=[C:28]([C:44]2[CH:43]=[CH:42][CH:41]=[C:40]([O:39][CH2:38][C:37]([NH:36][CH:33]([CH3:35])[CH3:34])=[O:55])[CH:45]=2)[N:27]=1)[C:9]1[CH:10]=[C:11]2[C:15](=[CH:16][C:17]=1[F:18])[N:14]([C:19]([O:21][C:22]([CH3:25])([CH3:24])[CH3:23])=[O:20])[N:13]=[CH:12]2)=[O:7])([CH3:4])([CH3:3])[CH3:2]. (3) The product is: [Cl:21][C:15]1[CH:16]=[C:17]([Cl:20])[CH:18]=[CH:19][C:14]=1[C:13]1[N:12]2[CH:22]=[C:23]([CH2:25][OH:26])[N:24]=[C:11]2[N:10]=[C:9]([CH3:28])[C:8]=1[C:6]([O:5][C:1]([CH3:4])([CH3:3])[CH3:2])=[O:7]. Given the reactants [C:1]([O:5][C:6]([C:8]1[C:9]([CH3:28])=[N:10][C:11]2[N:12]([CH:22]=[C:23]([C:25](O)=[O:26])[N:24]=2)[C:13]=1[C:14]1[CH:19]=[CH:18][C:17]([Cl:20])=[CH:16][C:15]=1[Cl:21])=[O:7])([CH3:4])([CH3:3])[CH3:2].ClC(OCC)=O.CCN(CC)CC.[BH4-].[Na+], predict the reaction product. (4) Given the reactants Cl.Cl.[NH2:3][CH2:4][C@@:5]1([OH:13])[CH:10]2[CH2:11][CH2:12][N:7]([CH2:8][CH2:9]2)[CH2:6]1.C([O-])([O-])=O.[Cs+].[Cs+].[N:20]([C:23]1[N:28]=[CH:27][N:26]=[C:25]([C:29]2[CH:30]=[N:31][C:32]([O:35][CH3:36])=[N:33][CH:34]=2)[CH:24]=1)=[C:21]=S.C(N=C=NC(C)C)(C)C, predict the reaction product. The product is: [CH3:36][O:35][C:32]1[N:33]=[CH:34][C:29]([C:25]2[CH:24]=[C:23]([NH:20][C:21]3[O:13][C@:5]4([CH2:4][N:3]=3)[CH:10]3[CH2:9][CH2:8][N:7]([CH2:12][CH2:11]3)[CH2:6]4)[N:28]=[CH:27][N:26]=2)=[CH:30][N:31]=1.